From a dataset of Peptide-MHC class II binding affinity with 134,281 pairs from IEDB. Regression. Given a peptide amino acid sequence and an MHC pseudo amino acid sequence, predict their binding affinity value. This is MHC class II binding data. (1) The peptide sequence is YDKFLANVGTVLTGK. The MHC is DRB1_1602 with pseudo-sequence DRB1_1602. The binding affinity (normalized) is 0.637. (2) The peptide sequence is SNGEIEDVQTDIPSE. The MHC is DRB4_0103 with pseudo-sequence DRB4_0103. The binding affinity (normalized) is 0.380. (3) The peptide sequence is AFKVWATAANAAPAN. The binding affinity (normalized) is 0.826. The MHC is HLA-DPA10103-DPB10301 with pseudo-sequence HLA-DPA10103-DPB10301.